The task is: Regression. Given two drug SMILES strings and cell line genomic features, predict the synergy score measuring deviation from expected non-interaction effect.. This data is from NCI-60 drug combinations with 297,098 pairs across 59 cell lines. (1) Drug 1: C1CCC(C1)C(CC#N)N2C=C(C=N2)C3=C4C=CNC4=NC=N3. Drug 2: C(=O)(N)NO. Cell line: U251. Synergy scores: CSS=4.11, Synergy_ZIP=-2.49, Synergy_Bliss=-1.67, Synergy_Loewe=-0.517, Synergy_HSA=-0.917. (2) Drug 1: CCC1(C2=C(COC1=O)C(=O)N3CC4=CC5=C(C=CC(=C5CN(C)C)O)N=C4C3=C2)O.Cl. Drug 2: C(CCl)NC(=O)N(CCCl)N=O. Cell line: HOP-92. Synergy scores: CSS=22.9, Synergy_ZIP=-6.28, Synergy_Bliss=1.96, Synergy_Loewe=-11.6, Synergy_HSA=0.938.